From a dataset of Forward reaction prediction with 1.9M reactions from USPTO patents (1976-2016). Predict the product of the given reaction. (1) Given the reactants [Br:1][C:2]1[CH:7]=[CH:6][C:5]([C@:8]([NH:17][C@H:18]([C:23]([OH:25])=O)[CH2:19][CH:20]([CH3:22])[CH3:21])([C:13]([F:16])([F:15])[F:14])[C:9]#[C:10][CH2:11][OH:12])=[CH:4][CH:3]=1.[NH2:26][C@H:27]([C:36](=[O:38])[NH2:37])[CH2:28][C:29]([O:31][C:32]([CH3:35])([CH3:34])[CH3:33])=[O:30], predict the reaction product. The product is: [Br:1][C:2]1[CH:7]=[CH:6][C:5]([C@:8]([NH:17][C@H:18]([C:23]([NH:26][C@H:27]([C:36](=[O:38])[NH2:37])[CH2:28][C:29]([O:31][C:32]([CH3:35])([CH3:33])[CH3:34])=[O:30])=[O:25])[CH2:19][CH:20]([CH3:22])[CH3:21])([C:13]([F:16])([F:15])[F:14])[C:9]#[C:10][CH2:11][OH:12])=[CH:4][CH:3]=1. (2) The product is: [CH2:1]([C:3]1[CH:8]=[CH:7][C:6]([OH:19])=[C:5]([CH:9]([C:11]2[CH:16]=[CH:15][CH:14]=[CH:13][CH:12]=2)[CH3:10])[CH:4]=1)[CH3:2]. Given the reactants [CH2:1]([C:3]1[CH:8]=[CH:7][CH:6]=[C:5]([CH:9]([C:11]2[CH:16]=[CH:15][CH:14]=[CH:13][CH:12]=2)[CH3:10])[CH:4]=1)[CH3:2].CC[O:19]CC, predict the reaction product.